This data is from Peptide-MHC class II binding affinity with 134,281 pairs from IEDB. The task is: Regression. Given a peptide amino acid sequence and an MHC pseudo amino acid sequence, predict their binding affinity value. This is MHC class II binding data. (1) The MHC is HLA-DPA10103-DPB10601 with pseudo-sequence HLA-DPA10103-DPB10601. The peptide sequence is GELQIVDKIDAAFKI. The binding affinity (normalized) is 0. (2) The peptide sequence is ADDLTAAINKGILVT. The MHC is DRB1_0901 with pseudo-sequence DRB1_0901. The binding affinity (normalized) is 0.529. (3) The peptide sequence is CRDSLASMVKSHVAL. The MHC is H-2-IAb with pseudo-sequence H-2-IAb. The binding affinity (normalized) is 0.248.